Dataset: Forward reaction prediction with 1.9M reactions from USPTO patents (1976-2016). Task: Predict the product of the given reaction. (1) Given the reactants [NH2:1][C:2]1[C:3]([C:9]([C:11]2[CH:16]=[CH:15][N:14]=[C:13]3[NH:17][CH:18]=[CH:19][C:12]=23)=[O:10])=[N:4][CH:5]=[C:6]([Cl:8])[CH:7]=1.[C:20]([C:22]1[CH:27]=[CH:26][C:25]([S:28](Cl)(=[O:30])=[O:29])=[CH:24][C:23]=1[C:32]([F:35])([F:34])[F:33])#[N:21].CO.[OH-].[Na+], predict the reaction product. The product is: [Cl:8][C:6]1[CH:7]=[C:2]([NH:1][S:28]([C:25]2[CH:26]=[CH:27][C:22]([C:20]#[N:21])=[C:23]([C:32]([F:33])([F:34])[F:35])[CH:24]=2)(=[O:30])=[O:29])[C:3]([C:9]([C:11]2[C:12]3[CH:19]=[CH:18][NH:17][C:13]=3[N:14]=[CH:15][CH:16]=2)=[O:10])=[N:4][CH:5]=1. (2) Given the reactants [C:1]([O:5][C:6](=[O:33])[NH:7][C@H:8]([C:12]1[CH:17]=[CH:16][N:15]=[C:14]([C:18]2[N:22]([CH:23]([F:25])[F:24])[N:21]=[CH:20][C:19]=2[NH:26][C:27](=[O:32])[C@H:28]([CH3:31])[CH:29]=C)[CH:13]=1)[CH2:9][CH:10]=C)([CH3:4])([CH3:3])[CH3:2], predict the reaction product. The product is: [F:24][CH:23]([F:25])[N:22]1[N:21]=[CH:20][C:19]2[NH:26][C:27](=[O:32])[C@H:28]([CH3:29])[CH:31]=[CH:10][CH2:9][C@H:8]([NH:7][C:6](=[O:33])[O:5][C:1]([CH3:4])([CH3:3])[CH3:2])[C:12]3[CH:13]=[C:14]([N:15]=[CH:16][CH:17]=3)[C:18]1=2.